Dataset: Forward reaction prediction with 1.9M reactions from USPTO patents (1976-2016). Task: Predict the product of the given reaction. (1) Given the reactants FC1C=C2C(C(C3C=CC(N4CCC(N)CC4)=NC=3)=CN2)=CC=1.[F:24][C:25]1[CH:33]=[C:32]2[C:28]([C:29]([C:41]3[CH:42]=[N:43][C:44]([S:47](=[O:57])(=[O:56])[NH:48][CH2:49][CH2:50][NH:51][S:52]([CH3:55])(=[O:54])=[O:53])=[CH:45][CH:46]=3)=[CH:30][N:31]2C(OC(C)(C)C)=O)=[CH:27][CH:26]=1, predict the reaction product. The product is: [F:24][C:25]1[CH:33]=[C:32]2[C:28]([C:29]([C:41]3[CH:46]=[CH:45][C:44]([S:47]([NH:48][CH2:49][CH2:50][NH:51][S:52]([CH3:55])(=[O:54])=[O:53])(=[O:57])=[O:56])=[N:43][CH:42]=3)=[CH:30][NH:31]2)=[CH:27][CH:26]=1. (2) Given the reactants [CH3:1][N:2]([CH3:27])[CH:3]1[CH2:7][N:6]2[C:8](=[O:26])[C:9]([C:19]3[CH:24]=[CH:23][C:22]([F:25])=[CH:21][CH:20]=3)=[C:10]([C:11]3[CH:16]=[CH:15][N:14]=[C:13](SC)[N:12]=3)[N:5]2[CH2:4]1.[CH3:28]O.O[O:31][S:32]([O-:34])=O.[K+].S([O-])(O[O-])(=O)=O.[K+].[K+], predict the reaction product. The product is: [CH3:27][N:2]([CH3:1])[CH:3]1[CH2:7][N:6]2[C:8](=[O:26])[C:9]([C:19]3[CH:24]=[CH:23][C:22]([F:25])=[CH:21][CH:20]=3)=[C:10]([C:11]3[CH:16]=[CH:15][N:14]=[C:13]([S:32]([CH3:28])(=[O:34])=[O:31])[N:12]=3)[N:5]2[CH2:4]1.